Dataset: Catalyst prediction with 721,799 reactions and 888 catalyst types from USPTO. Task: Predict which catalyst facilitates the given reaction. (1) Reactant: C(OC([NH:11][NH:12][C:13](=[O:32])[C@@H:14]([CH2:20][NH:21][C:22](OCC1C=CC=CC=1)=[O:23])[CH2:15][CH2:16][CH2:17][CH2:18][CH3:19])=O)C1C=CC=CC=1.CC[OH:35]. Product: [NH:12]([C:13]([C@H:14]([CH2:15][CH2:16][CH2:17][CH2:18][CH3:19])[CH2:20][N:21]([OH:35])[CH:22]=[O:23])=[O:32])[NH2:11]. The catalyst class is: 45. (2) Product: [CH3:14][N:15]([CH3:19])[CH2:16][CH2:17][O:1][C:2]1[CH:3]=[CH:4][C:5]([C:8]([N:10]([O:12][CH3:13])[CH3:11])=[O:9])=[N:6][CH:7]=1. Reactant: [OH:1][C:2]1[CH:3]=[CH:4][C:5]([C:8]([N:10]([O:12][CH3:13])[CH3:11])=[O:9])=[N:6][CH:7]=1.[CH3:14][N:15]([CH3:19])[CH2:16][CH2:17]O.C1C=CC(P(C2C=CC=CC=2)C2C=CC=CC=2)=CC=1.CC(OC(/N=N/C(OC(C)C)=O)=O)C. The catalyst class is: 1. (3) Reactant: [CH2:1](Br)[C:2]#[CH:3].[NH:5]1[CH2:10][CH2:9][NH:8][CH2:7][CH2:6]1. Product: [CH2:1]([N:5]1[CH2:10][CH2:9][NH:8][CH2:7][CH2:6]1)[C:2]#[CH:3]. The catalyst class is: 20. (4) Reactant: [CH:1]([C:3]1[CH:23]=[CH:22][C:6]([C:7]([N:9]2[CH2:14][CH2:13][N:12]([C:15](OC(C)(C)C)=O)[CH2:11][CH2:10]2)=[O:8])=[CH:5][CH:4]=1)=[O:2].[C:24](O)([C:26](F)(F)F)=[O:25]. Product: [OH:25][CH:24]([CH3:26])[CH2:15][N:12]1[CH2:11][CH2:10][N:9]([C:7]([C:6]2[CH:5]=[CH:4][C:3]([CH:1]=[O:2])=[CH:23][CH:22]=2)=[O:8])[CH2:14][CH2:13]1. The catalyst class is: 2. (5) Reactant: [CH3:1][N:2]([C:31]1[CH:36]=[CH:35][N:34]=[C:33]([C:37]2[CH:42]=[CH:41][CH:40]=[CH:39][CH:38]=2)[N:32]=1)[C:3]1[CH:8]=[CH:7][N:6]=[C:5]([NH:9][C@H:10]([C:12]2[CH:30]=[CH:29][C:15]([CH2:16][CH2:17][NH:18]C(=O)OCC3C=CC=CC=3)=[CH:14][CH:13]=2)[CH3:11])[N:4]=1. Product: [NH2:18][CH2:17][CH2:16][C:15]1[CH:29]=[CH:30][C:12]([C@@H:10]([NH:9][C:5]2[N:4]=[C:3]([N:2]([CH3:1])[C:31]3[CH:36]=[CH:35][N:34]=[C:33]([C:37]4[CH:42]=[CH:41][CH:40]=[CH:39][CH:38]=4)[N:32]=3)[CH:8]=[CH:7][N:6]=2)[CH3:11])=[CH:13][CH:14]=1. The catalyst class is: 43. (6) Reactant: CCN(C(C)C)C(C)C.[C:10]1([CH2:16][O:17][C:18]2[CH:19]=[C:20]([CH:24]=[C:25]([O:27][C@@H:28]([CH3:38])[CH2:29][O:30][Si:31]([C:34]([CH3:37])([CH3:36])[CH3:35])([CH3:33])[CH3:32])[CH:26]=2)[C:21]([OH:23])=O)[CH:15]=[CH:14][CH:13]=[CH:12][CH:11]=1.CN(C([O:46]N1N=NC2C=CC=NC1=2)=[N+](C)C)C.F[P-](F)(F)(F)(F)F.[NH2:63][C:64]1[S:65][C:66]([CH3:69])=[CH:67][N:68]=1. Product: [C:16]([O:17][C:18]1[CH:19]=[C:20]([CH:24]=[C:25]([O:27][C@@H:28]([CH3:38])[CH2:29][O:30][Si:31]([C:34]([CH3:36])([CH3:37])[CH3:35])([CH3:33])[CH3:32])[CH:26]=1)[C:21]([NH:63][C:64]1[S:65][C:66]([CH3:69])=[CH:67][N:68]=1)=[O:23])(=[O:46])[C:10]1[CH:15]=[CH:14][CH:13]=[CH:12][CH:11]=1. The catalyst class is: 3. (7) Reactant: [CH2:1]([O:3][C:4]([N:6]1[C:15]2[C:10](=[N:11][C:12]([O:16][CH3:17])=[CH:13][CH:14]=2)[C@@H:9]([NH2:18])[CH2:8][C@H:7]1[CH2:19][CH3:20])=[O:5])[CH3:2].[C:21](=O)([O:32][C@H:33]([C:35]1[CH:40]=[CH:39][CH:38]=[CH:37][CH:36]=1)[CH3:34])[O:22]C1C=CC([N+]([O-])=O)=CC=1.C(N(CC)CC)C. Product: [CH2:1]([O:3][C:4]([N:6]1[C:15]2[C:10](=[N:11][C:12]([O:16][CH3:17])=[CH:13][CH:14]=2)[C@@H:9]([NH:18][C:21]([O:32][C@H:33]([C:35]2[CH:40]=[CH:39][CH:38]=[CH:37][CH:36]=2)[CH3:34])=[O:22])[CH2:8][C@H:7]1[CH2:19][CH3:20])=[O:5])[CH3:2]. The catalyst class is: 10. (8) Reactant: [NH2:1][C:2]1[C:7]([Br:8])=[CH:6][CH:5]=[CH:4][N:3]=1.[C:9]([C:13]1[CH:22]=[CH:21][C:16]([C:17](=O)[CH2:18]Cl)=[CH:15][CH:14]=1)([CH3:12])([CH3:11])[CH3:10].C(=O)(O)[O-].[Na+]. Product: [Br:8][C:7]1[C:2]2[N:3]([CH:18]=[C:17]([C:16]3[CH:15]=[CH:14][C:13]([C:9]([CH3:12])([CH3:11])[CH3:10])=[CH:22][CH:21]=3)[N:1]=2)[CH:4]=[CH:5][CH:6]=1. The catalyst class is: 32.